Predict the reactants needed to synthesize the given product. From a dataset of Full USPTO retrosynthesis dataset with 1.9M reactions from patents (1976-2016). (1) Given the product [O:36]=[C:31]1[CH2:32][CH2:33][C:34](=[O:35])[N:30]1[O:7][C:6](=[O:8])[C:5]1[CH:9]=[CH:10][CH:11]=[C:3]([Sn:2]([CH3:13])([CH3:12])[CH3:1])[CH:4]=1, predict the reactants needed to synthesize it. The reactants are: [CH3:1][Sn:2]([CH3:13])([CH3:12])[C:3]1[CH:4]=[C:5]([CH:9]=[CH:10][CH:11]=1)[C:6]([OH:8])=[O:7].C1(N=C=NC2CCCCC2)CCCCC1.O[N:30]1[C:34](=[O:35])[CH2:33][CH2:32][C:31]1=[O:36].C(OCC)(=O)C.CCCCCC. (2) The reactants are: [Cl:1][C:2]1[CH:3]=[C:4]([CH:23]=[CH:24][C:25]=1[Cl:26])[CH2:5][N:6]([CH3:22])[C:7]([C:9]1[CH2:10][N:11]([CH2:16][CH:17](OC)OC)[C:12](=[O:15])[C:13]=1[OH:14])=[O:8].[O:27]1[C:31]2[CH:32]=[CH:33][C:34]([CH2:36][N:37]3[CH2:42][CH2:41][NH:40][CH2:39][CH2:38]3)=[CH:35][C:30]=2[O:29][CH2:28]1. Given the product [Cl:1][C:2]1[CH:3]=[C:4]([CH:23]=[CH:24][C:25]=1[Cl:26])[CH2:5][N:6]([CH3:22])[C:7]([C:9]1[CH2:10][N:11]([CH2:16][CH2:17][N:40]2[CH2:41][CH2:42][N:37]([CH2:36][C:34]3[CH:33]=[CH:32][C:31]4[O:27][CH2:28][O:29][C:30]=4[CH:35]=3)[CH2:38][CH2:39]2)[C:12](=[O:15])[C:13]=1[OH:14])=[O:8], predict the reactants needed to synthesize it.